The task is: Predict the reactants needed to synthesize the given product.. This data is from Full USPTO retrosynthesis dataset with 1.9M reactions from patents (1976-2016). Given the product [CH2:1]([O:3][C@H:4]([CH3:50])[CH2:5][O:6][CH2:7][C:8]1[CH:13]=[CH:12][C:11]([C@@H:14]2[C@@H:19]([O:20][CH2:21][C:22]3[CH:23]=[CH:24][C:25]4[O:30][CH2:29][CH2:28][N:27]([CH2:31][CH2:32][CH2:33][O:34][CH3:35])[C:26]=4[CH:36]=3)[CH2:18][N:17]([S:37]([C:40]3[CH:45]=[CH:44][C:43]([CH3:46])=[CH:42][CH:41]=3)(=[O:38])=[O:39])[C@H:16]([CH2:25][C@H:26]([NH:27][C:58](=[O:57])[CH3:54])[CH3:36])[CH2:15]2)=[CH:10][CH:9]=1)[CH3:2], predict the reactants needed to synthesize it. The reactants are: [CH2:1]([O:3][C@H:4]([CH3:50])[CH2:5][O:6][CH2:7][C:8]1[CH:13]=[CH:12][C:11]([C@@H:14]2[C@@H:19]([O:20][CH2:21][C:22]3[CH:23]=[CH:24][C:25]4[O:30][CH2:29][CH2:28][N:27]([CH2:31][CH2:32][CH2:33][O:34][CH3:35])[C:26]=4[CH:36]=3)[CH2:18][N:17]([S:37]([C:40]3[CH:45]=[CH:44][C:43]([CH3:46])=[CH:42][CH:41]=3)(=[O:39])=[O:38])[C@H:16](CC=O)[CH2:15]2)=[CH:10][CH:9]=1)[CH3:2].C[Mg]Br.[CH2:54]1[CH2:58][O:57]CC1.